Dataset: HIV replication inhibition screening data with 41,000+ compounds from the AIDS Antiviral Screen. Task: Binary Classification. Given a drug SMILES string, predict its activity (active/inactive) in a high-throughput screening assay against a specified biological target. (1) The result is 0 (inactive). The compound is O=C(NCCO)c1c(O)nc2ccccc2c1O. (2) The drug is CC(C)CCCC(C)C1CCC2C3CCC4CC(CCC=C(c5cc(Cl)c(O)c(C(=O)O)c5)c5cc(Cl)c(O)c(C(=O)O)c5)CCC4(C)C3CCC12C. The result is 1 (active). (3) The molecule is COC(=O)C1=COC(O)C2CCCC12. The result is 0 (inactive). (4) The compound is COc1ccc(C2=CC(=O)CCC2)cc1. The result is 0 (inactive). (5) The molecule is CCCCCCCCCCCCCCCCCC(=O)OCC(C[As](=O)(O)O)OC(=O)CCCCCCCCCCCCCCCCC. The result is 0 (inactive). (6) The compound is CC1(C)CCc2cc3c(cc2O1)OC(C)(C)C1c2c(ccc4c2CCC(C)(C)O4)OC31. The result is 0 (inactive).